From a dataset of Forward reaction prediction with 1.9M reactions from USPTO patents (1976-2016). Predict the product of the given reaction. Given the reactants [S:1]1[C:5]2([CH2:10][CH2:9][O:8][CH2:7][CH2:6]2)[NH:4][CH:3]([C:11]([OH:13])=[O:12])[CH2:2]1.CCN(C(C)C)C(C)C.Cl[C:24]([O:26][CH2:27][C:28]1[CH:33]=[CH:32][CH:31]=[CH:30][CH:29]=1)=[O:25], predict the reaction product. The product is: [CH2:27]([O:26][C:24]([N:4]1[C:5]2([CH2:6][CH2:7][O:8][CH2:9][CH2:10]2)[S:1][CH2:2][CH:3]1[C:11]([OH:13])=[O:12])=[O:25])[C:28]1[CH:33]=[CH:32][CH:31]=[CH:30][CH:29]=1.